From a dataset of Full USPTO retrosynthesis dataset with 1.9M reactions from patents (1976-2016). Predict the reactants needed to synthesize the given product. (1) Given the product [C:6]([C:18]1[CH:19]=[C:20]([CH:46]=[CH:47][CH:48]=1)[CH2:21][N:22]1[CH2:23][CH2:24][CH:25]([NH:28][C:29]([N:31]2[CH2:36][CH2:35][C:34](=[CH:37][C:38]3[CH:43]=[C:42]([F:44])[CH:41]=[CH:40][C:39]=3[F:45])[CH2:33][CH2:32]2)=[O:30])[CH2:26][CH2:27]1)#[N:7], predict the reactants needed to synthesize it. The reactants are: BrCC1C=C(C=CC=1)[C:6]#[N:7].C(=O)([O-])[O-].[K+].[K+].Cl[C:18]1[CH:19]=[C:20]([CH:46]=[CH:47][C:48]=1OC)[CH2:21][N:22]1[CH2:27][CH2:26][CH:25]([NH:28][C:29]([N:31]2[CH2:36][CH2:35][C:34](=[CH:37][C:38]3[CH:43]=[C:42]([F:44])[CH:41]=[CH:40][C:39]=3[F:45])[CH2:33][CH2:32]2)=[O:30])[CH2:24][CH2:23]1.O. (2) The reactants are: [Cl:1][C:2]1[CH:3]=[CH:4][CH:5]=[C:6]2[C:11]=1[N:10]=[C:9]([CH:12]=[O:13])[C:8]([C@@H:14]([N:16]1[C:24](=[O:25])[C:23]3[C:18](=[CH:19][CH:20]=[CH:21][CH:22]=3)[C:17]1=[O:26])[CH3:15])=[CH:7]2.[OH:27]P([O-])(O)=O.[K+].Cl([O-])=O.[Na+]. Given the product [Cl:1][C:2]1[CH:3]=[CH:4][CH:5]=[C:6]2[C:11]=1[N:10]=[C:9]([C:12]([OH:27])=[O:13])[C:8]([C@@H:14]([N:16]1[C:24](=[O:25])[C:23]3[C:18](=[CH:19][CH:20]=[CH:21][CH:22]=3)[C:17]1=[O:26])[CH3:15])=[CH:7]2, predict the reactants needed to synthesize it.